Dataset: NCI-60 drug combinations with 297,098 pairs across 59 cell lines. Task: Regression. Given two drug SMILES strings and cell line genomic features, predict the synergy score measuring deviation from expected non-interaction effect. (1) Cell line: RPMI-8226. Drug 2: CCC1(C2=C(COC1=O)C(=O)N3CC4=CC5=C(C=CC(=C5CN(C)C)O)N=C4C3=C2)O.Cl. Synergy scores: CSS=40.4, Synergy_ZIP=-17.1, Synergy_Bliss=-6.84, Synergy_Loewe=-7.85, Synergy_HSA=-3.40. Drug 1: C1C(C(OC1N2C=C(C(=O)NC2=O)F)CO)O. (2) Drug 1: CC1=C(C=C(C=C1)NC2=NC=CC(=N2)N(C)C3=CC4=NN(C(=C4C=C3)C)C)S(=O)(=O)N.Cl. Drug 2: CC1C(C(=O)NC(C(=O)N2CCCC2C(=O)N(CC(=O)N(C(C(=O)O1)C(C)C)C)C)C(C)C)NC(=O)C3=C4C(=C(C=C3)C)OC5=C(C(=O)C(=C(C5=N4)C(=O)NC6C(OC(=O)C(N(C(=O)CN(C(=O)C7CCCN7C(=O)C(NC6=O)C(C)C)C)C)C(C)C)C)N)C. Cell line: MDA-MB-231. Synergy scores: CSS=12.4, Synergy_ZIP=7.24, Synergy_Bliss=12.6, Synergy_Loewe=13.7, Synergy_HSA=13.5. (3) Drug 1: CN(CC1=CN=C2C(=N1)C(=NC(=N2)N)N)C3=CC=C(C=C3)C(=O)NC(CCC(=O)O)C(=O)O. Drug 2: CC1CC(C(C(C=C(C(C(C=CC=C(C(=O)NC2=CC(=O)C(=C(C1)C2=O)OC)C)OC)OC(=O)N)C)C)O)OC. Cell line: SK-OV-3. Synergy scores: CSS=42.8, Synergy_ZIP=4.78, Synergy_Bliss=3.00, Synergy_Loewe=-1.84, Synergy_HSA=4.06. (4) Drug 1: CC1C(C(CC(O1)OC2CC(CC3=C2C(=C4C(=C3O)C(=O)C5=C(C4=O)C(=CC=C5)OC)O)(C(=O)CO)O)N)O.Cl. Drug 2: CS(=O)(=O)OCCCCOS(=O)(=O)C. Cell line: EKVX. Synergy scores: CSS=2.26, Synergy_ZIP=-1.55, Synergy_Bliss=-3.09, Synergy_Loewe=-1.82, Synergy_HSA=-2.37. (5) Drug 1: CC12CCC3C(C1CCC2O)C(CC4=C3C=CC(=C4)O)CCCCCCCCCS(=O)CCCC(C(F)(F)F)(F)F. Drug 2: C1C(C(OC1N2C=NC(=NC2=O)N)CO)O. Cell line: HOP-62. Synergy scores: CSS=6.96, Synergy_ZIP=6.91, Synergy_Bliss=9.71, Synergy_Loewe=-1.99, Synergy_HSA=1.45. (6) Drug 1: CC1=CC2C(CCC3(C2CCC3(C(=O)C)OC(=O)C)C)C4(C1=CC(=O)CC4)C. Drug 2: C1=CC(=CC=C1CC(C(=O)O)N)N(CCCl)CCCl.Cl. Cell line: SR. Synergy scores: CSS=62.7, Synergy_ZIP=12.7, Synergy_Bliss=13.1, Synergy_Loewe=-25.7, Synergy_HSA=12.8. (7) Drug 1: CCCS(=O)(=O)NC1=C(C(=C(C=C1)F)C(=O)C2=CNC3=C2C=C(C=N3)C4=CC=C(C=C4)Cl)F. Drug 2: C1CCC(C(C1)N)N.C(=O)(C(=O)[O-])[O-].[Pt+4]. Cell line: MDA-MB-435. Synergy scores: CSS=37.9, Synergy_ZIP=7.04, Synergy_Bliss=9.35, Synergy_Loewe=5.25, Synergy_HSA=10.1. (8) Drug 1: C1=CC(=CC=C1CCCC(=O)O)N(CCCl)CCCl. Drug 2: CN1C2=C(C=C(C=C2)N(CCCl)CCCl)N=C1CCCC(=O)O.Cl. Cell line: NCI-H460. Synergy scores: CSS=23.1, Synergy_ZIP=-0.806, Synergy_Bliss=-2.69, Synergy_Loewe=-22.5, Synergy_HSA=-3.08. (9) Drug 1: CC1=C2C(C(=O)C3(C(CC4C(C3C(C(C2(C)C)(CC1OC(=O)C(C(C5=CC=CC=C5)NC(=O)OC(C)(C)C)O)O)OC(=O)C6=CC=CC=C6)(CO4)OC(=O)C)O)C)O. Drug 2: C1=CC=C(C=C1)NC(=O)CCCCCCC(=O)NO. Cell line: OVCAR-8. Synergy scores: CSS=39.4, Synergy_ZIP=-6.23, Synergy_Bliss=1.01, Synergy_Loewe=2.12, Synergy_HSA=3.22.